Dataset: Catalyst prediction with 721,799 reactions and 888 catalyst types from USPTO. Task: Predict which catalyst facilitates the given reaction. (1) Reactant: S(O)(O)(=O)=O.[NH2:6][C:7]1[NH:8][CH:9]=[CH:10][N:11]=1.[C:12](N1C=CN=C1)(N1C=CN=C1)=[O:13].CCN(C(C)C)C(C)C.[CH3:33][C:34]1[C:35]([C@@H:40]2[CH2:45][CH2:44][CH2:43][C@H:42]([C:46]3[C:51]([CH3:52])=[CH:50][CH:49]=[CH:48][N:47]=3)[N:41]2[CH2:53][CH2:54][CH2:55][CH2:56][NH2:57])=[N:36][CH:37]=[CH:38][CH:39]=1.C([O-])(O)=O.[Na+]. Product: [CH3:52][C:51]1[C:46]([C@@H:42]2[CH2:43][CH2:44][CH2:45][C@H:40]([C:35]3[C:34]([CH3:33])=[CH:39][CH:38]=[CH:37][N:36]=3)[N:41]2[CH2:53][CH2:54][CH2:55][CH2:56][NH:57][C:12]([NH:6][C:7]2[NH:8][CH:9]=[CH:10][N:11]=2)=[O:13])=[N:47][CH:48]=[CH:49][CH:50]=1. The catalyst class is: 2. (2) Product: [CH3:8][C:5]1[CH:6]=[CH:7][C:2]([NH:12][CH2:13][C@@H:14]2[CH2:18][CH2:17][N:16]([C:19]([O:21][C:22]([CH3:25])([CH3:24])[CH3:23])=[O:20])[CH2:15]2)=[C:3]([N+:9]([O-:11])=[O:10])[CH:4]=1. The catalyst class is: 197. Reactant: F[C:2]1[CH:7]=[CH:6][C:5]([CH3:8])=[CH:4][C:3]=1[N+:9]([O-:11])=[O:10].[NH2:12][CH2:13][C@@H:14]1[CH2:18][CH2:17][N:16]([C:19]([O:21][C:22]([CH3:25])([CH3:24])[CH3:23])=[O:20])[CH2:15]1.CCN(C(C)C)C(C)C. (3) Reactant: [NH2:1][C:2]1[N:7]=[C:6]([C:8]2[C:13]([Cl:14])=[CH:12][CH:11]=[CH:10][N:9]=2)[CH:5]=[CH:4][C:3]=1[C:15]([NH2:17])=[O:16].N1C=CC=CC=1.[CH3:24][O:25][CH2:26][C:27](Cl)=O.[OH-].[Na+]. Product: [Cl:14][C:13]1[C:8]([C:6]2[CH:5]=[CH:4][C:3]3[C:15](=[O:16])[NH:17][C:27]([CH2:26][O:25][CH3:24])=[N:1][C:2]=3[N:7]=2)=[N:9][CH:10]=[CH:11][CH:12]=1. The catalyst class is: 1. (4) Reactant: [O:1]=[C:2]1[C:7]2[CH:8]=[CH:9][S:10][C:6]=2[C:5]([C:11]#[N:12])=[CH:4][NH:3]1.CN(C=O)C.C(O)(=O)C.[Br:22]N1C(=O)CCC1=O.C([O-])(O)=O.[Na+]. Product: [Br:22][C:9]1[S:10][C:6]2[C:5]([C:11]#[N:12])=[CH:4][NH:3][C:2](=[O:1])[C:7]=2[CH:8]=1. The catalyst class is: 6. (5) Reactant: [CH3:1][O:2][C:3](=[O:16])[C@@H:4]([CH2:9][CH:10]1[CH2:15][CH2:14][CH2:13][CH2:12][CH2:11]1)[CH2:5][C:6](O)=[O:7].B.CO. Product: [CH3:1][O:2][C:3](=[O:16])[C@@H:4]([CH2:9][CH:10]1[CH2:11][CH2:12][CH2:13][CH2:14][CH2:15]1)[CH2:5][CH2:6][OH:7]. The catalyst class is: 7. (6) Product: [ClH:40].[NH2:25][CH2:24][C:23]1[CH:33]=[CH:34][C:20]([C:18]([NH:17][CH2:16][C:15]2[CH:14]=[CH:13][C:12]([O:11][CH2:10][C:9]([N:7]3[CH2:8][C@H:4]([OH:3])[C@H:5]([OH:38])[CH2:6]3)=[O:37])=[CH:36][CH:35]=2)=[O:19])=[CH:21][CH:22]=1. Reactant: CC1(C)[O:38][C@H:5]2[CH2:6][N:7]([C:9](=[O:37])[CH2:10][O:11][C:12]3[CH:36]=[CH:35][C:15]([CH2:16][NH:17][C:18]([C:20]4[CH:34]=[CH:33][C:23]([CH2:24][NH:25]C(=O)OC(C)(C)C)=[CH:22][CH:21]=4)=[O:19])=[CH:14][CH:13]=3)[CH2:8][C@H:4]2[O:3]1.[ClH:40]. The catalyst class is: 5.